From a dataset of Full USPTO retrosynthesis dataset with 1.9M reactions from patents (1976-2016). Predict the reactants needed to synthesize the given product. (1) Given the product [Cl:1][C:2]1[CH:7]=[CH:6][CH:5]=[C:4]([Cl:8])[C:3]=1[C:9]1[C:13]([CH2:14][O:15][C:16]2[CH:17]=[C:18]3[C:23](=[CH:24][CH:25]=2)[CH:22]=[C:21]([C:26]2[CH:27]=[CH:28][C:29]([F:36])=[C:30]([CH:35]=2)[C:31]([OH:33])=[O:32])[CH:20]=[CH:19]3)=[C:12]([CH:37]([CH3:39])[CH3:38])[O:11][N:10]=1, predict the reactants needed to synthesize it. The reactants are: [Cl:1][C:2]1[CH:7]=[CH:6][CH:5]=[C:4]([Cl:8])[C:3]=1[C:9]1[C:13]([CH2:14][O:15][C:16]2[CH:17]=[C:18]3[C:23](=[CH:24][CH:25]=2)[CH:22]=[C:21]([C:26]2[CH:27]=[CH:28][C:29]([F:36])=[C:30]([CH:35]=2)[C:31]([O:33]C)=[O:32])[CH:20]=[CH:19]3)=[C:12]([CH:37]([CH3:39])[CH3:38])[O:11][N:10]=1.[OH-].[Na+].CO. (2) Given the product [CH2:1]([C:8]1[C:12]([C:13]([O:15][CH2:16][CH3:17])=[O:14])=[N:11][NH:10][C:9]=1[N:27]1[CH2:32][CH2:31][N:30]([C:40]([O:42][C:2]([CH3:7])([CH3:3])[CH3:1])=[O:41])[CH2:29][CH2:28]1)[C:2]1[CH:7]=[CH:6][CH:5]=[CH:4][CH:3]=1, predict the reactants needed to synthesize it. The reactants are: [CH2:1]([C:8]1[C:9]([N:27]2[CH2:32][CH2:31][NH:30][CH2:29][CH2:28]2)=[N:10][N:11](CC2C=CC(OC)=CC=2)[C:12]=1[C:13]([O:15][CH2:16][CH3:17])=[O:14])[C:2]1[CH:7]=[CH:6][CH:5]=[CH:4][CH:3]=1.S(=O)(=O)(O)O.FC(F)(F)[C:40]([OH:42])=[O:41]. (3) Given the product [CH2:9]([O:4][C:3](=[O:5])[CH2:2][Cl:1])[CH2:8][CH:7]([CH2:11][CH2:12][CH:13]=[C:14]([CH3:16])[CH3:15])[CH3:6], predict the reactants needed to synthesize it. The reactants are: [Cl:1][CH2:2][C:3]([OH:5])=[O:4].[CH3:6][CH:7]([CH2:11][CH2:12][CH:13]=[C:14]([CH3:16])[CH3:15])[CH2:8][CH2:9]O. (4) Given the product [O:32]=[C:5]1[C:4](=[O:3])[C:12]2[C:7](=[CH:8][CH:9]=[C:10]([S:13][CH2:14][CH2:15][C:16]3[CH:26]=[CH:25][C:19]([C:20]([O:22][CH2:23][CH3:24])=[O:21])=[CH:18][CH:17]=3)[CH:11]=2)[N:6]1[CH2:27][CH2:28][CH2:29][CH2:30][CH3:31], predict the reactants needed to synthesize it. The reactants are: Cl.C[O:3][C:4]1(OC)[C:12]2[C:7](=[CH:8][CH:9]=[C:10]([S:13][CH2:14][CH2:15][C:16]3[CH:26]=[CH:25][C:19]([C:20]([O:22][CH2:23][CH3:24])=[O:21])=[CH:18][CH:17]=3)[CH:11]=2)[N:6]([CH2:27][CH2:28][CH2:29][CH2:30][CH3:31])[C:5]1=[O:32]. (5) Given the product [CH2:19]([N:12]1[CH2:11][CH:8]2[N:7]([CH2:10][CH2:9]2)[C:15](=[O:16])[CH:13]1[CH3:14])[C:20]1[CH:25]=[CH:24][CH:23]=[CH:22][CH:21]=1, predict the reactants needed to synthesize it. The reactants are: C(=O)([O-])[O-].[K+].[K+].[NH:7]1[CH2:10][CH2:9][CH:8]1[CH2:11][N:12]([CH2:19][C:20]1[CH:25]=[CH:24][CH:23]=[CH:22][CH:21]=1)[C@H:13]([C:15](OC)=[O:16])[CH3:14]. (6) Given the product [CH2:11]([N:8]1[CH2:7][CH2:6][N:5]([CH2:1][CH2:2]/[CH:3]=[CH:4]/[C:14]2[CH:15]=[CH:16][C:17]3[C:26]4[C:21](=[C:22]([NH2:32])[N:23]=[C:24]([N:27]5[CH:31]=[CH:30][N:29]=[CH:28]5)[CH:25]=4)[CH:20]=[N:19][C:18]=3[CH:33]=2)[CH2:10][CH2:9]1)[CH3:12], predict the reactants needed to synthesize it. The reactants are: [CH2:1]([N:5]1[CH2:10][CH2:9][N:8]([CH2:11][CH3:12])[CH2:7][CH2:6]1)[CH2:2][C:3]#[CH:4].Br[C:14]1[CH:15]=[CH:16][C:17]2[C:26]3[C:21](=[C:22]([NH2:32])[N:23]=[C:24]([N:27]4[CH:31]=[CH:30][N:29]=[CH:28]4)[CH:25]=3)[CH:20]=[N:19][C:18]=2[CH:33]=1. (7) Given the product [CH2:12]([N:6]1[CH2:5][C:4]2[C:8](=[CH:9][CH:10]=[C:2]([NH:1][CH2:27][C:28]3[C:29]([CH3:41])=[N:30][C:31]([CH3:40])=[CH:32][C:33]=3[C:34]3[CH:35]=[CH:36][CH:37]=[CH:38][CH:39]=3)[CH:3]=2)[C:7]1=[O:11])[CH2:13][CH2:14][CH3:15], predict the reactants needed to synthesize it. The reactants are: [NH2:1][C:2]1[CH:3]=[C:4]2[C:8](=[CH:9][CH:10]=1)[C:7](=[O:11])[N:6]([CH2:12][CH2:13][CH2:14][CH3:15])[CH2:5]2.C([O-])([O-])=O.[K+].[K+].CS(O[CH2:27][C:28]1[C:29]([CH3:41])=[N:30][C:31]([CH3:40])=[CH:32][C:33]=1[C:34]1[CH:39]=[CH:38][CH:37]=[CH:36][CH:35]=1)(=O)=O.O. (8) The reactants are: [Cl:1][C:2]1[CH:28]=[CH:27][C:5]2[N:6]=[C:7]([NH:9][C:10]3[CH:26]=[CH:25][C:13]([C:14]([NH:16][NH:17][C:18]4[C:23]([Cl:24])=[N:22][CH:21]=[CH:20][N:19]=4)=O)=[CH:12][CH:11]=3)[S:8][C:4]=2[CH:3]=1.C(Cl)(Cl)(Cl)Cl.CCN(C(C)C)C(C)C.C(P(CC)CC)C. Given the product [Cl:1][C:2]1[CH:28]=[CH:27][C:5]2[N:6]=[C:7]([NH:9][C:10]3[CH:26]=[CH:25][C:13]([C:14]4[N:19]5[CH:20]=[CH:21][N:22]=[C:23]([Cl:24])[C:18]5=[N:17][N:16]=4)=[CH:12][CH:11]=3)[S:8][C:4]=2[CH:3]=1, predict the reactants needed to synthesize it.